Task: Predict which catalyst facilitates the given reaction.. Dataset: Catalyst prediction with 721,799 reactions and 888 catalyst types from USPTO (1) Reactant: [Cl:1][C:2]1[N:3]=[C:4]([N:14]2[CH2:19][CH2:18][O:17][CH2:16][CH2:15]2)[C:5]2[S:10][C:9]([C:11](=[O:13])[CH3:12])=[CH:8][C:6]=2[N:7]=1.[BrH:20].C(O)(=O)C.BrBr. Product: [Br:20][CH2:12][C:11]([C:9]1[S:10][C:5]2[C:4]([N:14]3[CH2:19][CH2:18][O:17][CH2:16][CH2:15]3)=[N:3][C:2]([Cl:1])=[N:7][C:6]=2[CH:8]=1)=[O:13]. The catalyst class is: 22. (2) Reactant: [CH2:1]([O:4][C:5]1[CH:12]=[C:11]([NH2:13])[CH:10]=[CH:9][C:6]=1[C:7]#[N:8])[CH:2]=[CH2:3].[CH2:14]([NH:17][C:18]1[C:19]2[CH2:27][CH2:26][C:25]([C:29]3[CH:34]=[CH:33][C:32]([F:35])=[CH:31][CH:30]=3)(C)[C:20]=2[N:21]=[C:22](Cl)[N:23]=1)[CH:15]=[CH2:16].OS(O)(=O)=O. Product: [CH2:14]([NH:17][C:18]1[C:19]2[CH2:27][CH2:26][CH:25]([C:29]3[CH:30]=[CH:31][C:32]([F:35])=[CH:33][CH:34]=3)[C:20]=2[N:21]=[C:22]([NH:13][C:11]2[CH:10]=[CH:9][C:6]([C:7]#[N:8])=[C:5]([O:4][CH2:1][CH:2]=[CH2:3])[CH:12]=2)[N:23]=1)[CH:15]=[CH2:16]. The catalyst class is: 60. (3) Reactant: [F:1][C:2]1[CH:7]=[CH:6][C:5]([CH:8]2[O:12][C:11](=[O:13])[NH:10][CH:9]2[CH2:14][C:15]2[CH:20]=[CH:19][CH:18]=[C:17]([CH2:21][C:22]([F:27])([F:26])[CH:23]([F:25])[F:24])[CH:16]=2)=[CH:4][CH:3]=1.[C:28](O[C:28]([O:30][C:31]([CH3:34])([CH3:33])[CH3:32])=[O:29])([O:30][C:31]([CH3:34])([CH3:33])[CH3:32])=[O:29]. Product: [F:1][C:2]1[CH:7]=[CH:6][C:5]([CH:8]2[O:12][C:11](=[O:13])[N:10]([C:28]([O:30][C:31]([CH3:34])([CH3:33])[CH3:32])=[O:29])[CH:9]2[CH2:14][C:15]2[CH:20]=[CH:19][CH:18]=[C:17]([CH2:21][C:22]([F:27])([F:26])[CH:23]([F:24])[F:25])[CH:16]=2)=[CH:4][CH:3]=1. The catalyst class is: 10. (4) Reactant: C([BH3-])#N.[Na+].[CH3:5][O:6][N:7]=[C:8]([CH2:10][CH2:11][CH2:12][N:13]1[C:25]2[C:24]3[CH:23]=[CH:22][C:21]([C:26]4[CH:31]=[CH:30][CH:29]=[CH:28][CH:27]=4)=[CH:20][C:19]=3[N:18]=[C:17]([NH2:32])[C:16]=2[N:15]=[C:14]1[CH2:33][CH2:34][CH3:35])[CH3:9]. The catalyst class is: 212. Product: [NH2:32][C:17]1[C:16]2[N:15]=[C:14]([CH2:33][CH2:34][CH3:35])[N:13]([CH2:12][CH2:11][CH2:10][CH:8]([NH:7][O:6][CH3:5])[CH3:9])[C:25]=2[C:24]2[CH:23]=[CH:22][C:21]([C:26]3[CH:27]=[CH:28][CH:29]=[CH:30][CH:31]=3)=[CH:20][C:19]=2[N:18]=1.